This data is from Forward reaction prediction with 1.9M reactions from USPTO patents (1976-2016). The task is: Predict the product of the given reaction. Given the reactants Br[C:2]1[CH:3]=[C:4]([NH:22]C(=O)C(F)(F)F)[CH:5]=[CH:6][C:7]=1[S:8](=[O:21])(=[O:20])[NH:9][C:10]1[CH:11]=[CH:12][C:13]2[CH2:17][O:16][B:15]([OH:18])[C:14]=2[CH:19]=1.[CH2:29]([Sn]([CH2:41][CH2:42][CH2:43][CH3:44])(CCCC)C#CC)[CH2:30][CH2:31]C.CN(CCO)C, predict the reaction product. The product is: [NH2:22][C:4]1[CH:5]=[CH:6][C:7]([S:8]([NH:9][C:10]2[CH:11]=[CH:12][C:13]3[CH2:17][O:16][B:15]([OH:18])[C:14]=3[CH:19]=2)(=[O:21])=[O:20])=[C:2]([C:29]#[C:30][CH3:31])[CH:3]=1.[NH2:22][C:4]1[CH:5]=[CH:6][C:7]([S:8]([NH:9][C:10]2[CH:11]=[CH:12][C:13]3[CH2:17][O:16][B:15]([OH:18])[C:14]=3[CH:19]=2)(=[O:20])=[O:21])=[C:2]([CH2:41][CH2:42][CH2:43][CH3:44])[CH:3]=1.